This data is from Reaction yield outcomes from USPTO patents with 853,638 reactions. The task is: Predict the reaction yield, written as a fraction of the theoretical maximum amount of product (1.0 means a 100% yield; for example, 0.34 means a 34% yield). (1) The reactants are [C:1]1(=[O:11])[NH:5][C:4](=[O:6])[C:3]2=[CH:7][CH:8]=[CH:9][CH:10]=[C:2]12.[K].Br[CH:14]1[CH2:19][CH2:18][CH2:17][CH:16]=[CH:15]1. The catalyst is CN(C=O)C. The yield is 0.720. The product is [CH:18]1([N:5]2[C:1](=[O:11])[C:2]3[C:3](=[CH:7][CH:8]=[CH:9][CH:10]=3)[C:4]2=[O:6])[CH2:17][CH2:16][CH:15]=[CH:14][CH2:19]1. (2) The reactants are [F:1][C:2]([F:28])([F:27])[CH:3]([C:18]1[CH:23]=[C:22]([Cl:24])[C:21]([Cl:25])=[C:20]([Cl:26])[CH:19]=1)/[CH:4]=[CH:5]/[C:6]1[C:15]2[C:10](=[CH:11][CH:12]=[CH:13][CH:14]=2)[C:9]([CH2:16][NH2:17])=[CH:8][CH:7]=1.[CH2:29]([N:31]=[C:32]=[O:33])[CH3:30]. The catalyst is C(Cl)Cl. The product is [CH2:29]([NH:31][C:32]([NH:17][CH2:16][C:9]1[C:10]2[C:15](=[CH:14][CH:13]=[CH:12][CH:11]=2)[C:6](/[CH:5]=[CH:4]/[CH:3]([C:18]2[CH:19]=[C:20]([Cl:26])[C:21]([Cl:25])=[C:22]([Cl:24])[CH:23]=2)[C:2]([F:1])([F:27])[F:28])=[CH:7][CH:8]=1)=[O:33])[CH3:30]. The yield is 0.600. (3) The reactants are C([O:5][C:6](=[O:27])[CH:7]=[CH:8][C:9]1[CH:14]=[CH:13][C:12]([CH:15]=[CH:16][C:17](=[O:24])[C:18]2[CH:23]=[CH:22][CH:21]=[CH:20][CH:19]=2)=[CH:11][C:10]=1[O:25][CH3:26])(C)(C)C.C(O)(C(F)(F)F)=O. The catalyst is C(Cl)Cl. The product is [CH3:26][O:25][C:10]1[CH:11]=[C:12]([CH:15]=[CH:16][C:17](=[O:24])[C:18]2[CH:19]=[CH:20][CH:21]=[CH:22][CH:23]=2)[CH:13]=[CH:14][C:9]=1[CH:8]=[CH:7][C:6]([OH:27])=[O:5]. The yield is 0.990. (4) The reactants are [CH3:1][N:2]([CH3:25])[C:3]1[CH:8]=[CH:7][C:6]([CH2:9][CH2:10][O:11][C:12]2[CH:24]=[CH:23][C:15]([C:16]([NH:18][CH2:19][C:20]([OH:22])=[O:21])=O)=[CH:14][CH:13]=2)=[CH:5][CH:4]=1.[F:26][C:27]([F:38])([F:37])[O:28][C:29]1[CH:36]=[CH:35][C:32]([CH:33]=O)=[CH:31][CH:30]=1.C([O-])(=O)C.[Na+].C(OC(=O)C)(=O)C.C(=O)([O-])O.[Na+]. The catalyst is C(O)C.CCCCCC. The product is [CH3:25][N:2]([CH3:1])[C:3]1[CH:8]=[CH:7][C:6]([CH2:9][CH2:10][O:11][C:12]2[CH:13]=[CH:14][C:15]([C:16]3[O:21][C:20](=[O:22])/[C:19](=[CH:33]/[C:32]4[CH:35]=[CH:36][C:29]([O:28][C:27]([F:26])([F:37])[F:38])=[CH:30][CH:31]=4)/[N:18]=3)=[CH:23][CH:24]=2)=[CH:5][CH:4]=1. The yield is 0.700. (5) The reactants are [Cl:1][C:2]1[CH:18]=[C:17]([Cl:19])[CH:16]=[CH:15][C:3]=1[CH2:4][NH:5][C:6]([N:8]1[CH2:14][CH:13]2[CH:10]([CH2:11][NH:12]2)[CH2:9]1)=[O:7].[C:20](Cl)(=[O:27])[C:21]1[CH:26]=[CH:25][CH:24]=[CH:23][CH:22]=1. No catalyst specified. The product is [Cl:1][C:2]1[CH:18]=[C:17]([Cl:19])[CH:16]=[CH:15][C:3]=1[CH2:4][NH:5][C:6]([N:8]1[CH2:14][CH:13]2[CH:10]([CH2:11][N:12]2[C:20](=[O:27])[C:21]2[CH:26]=[CH:25][CH:24]=[CH:23][CH:22]=2)[CH2:9]1)=[O:7]. The yield is 0.840. (6) No catalyst specified. The product is [C:30]([C@@:16]1([OH:17])[C@@H:18]([CH:19]([C:21](=[O:28])[C:22]2[CH:27]=[CH:26][CH:25]=[CH:24][CH:23]=2)[OH:20])[O:29][C@@H:14]([N:13]2[CH:40]=[CH:41][C:10](=[O:45])[NH:11][C:12]2=[O:42])[C@@:15]1([F:39])[CH3:38])(=[O:37])[C:31]1[CH:36]=[CH:35][CH:34]=[CH:33][CH:32]=1. The reactants are C(N[C:10]1[CH:41]=[CH:40][N:13]([C@@H:14]2[O:29][C@H:18]([CH:19]([C:21](=[O:28])[C:22]3[CH:27]=[CH:26][CH:25]=[CH:24][CH:23]=3)[OH:20])[C@@:16]([C:30](=[O:37])[C:31]3[CH:36]=[CH:35][CH:34]=[CH:33][CH:32]=3)([OH:17])[C@:15]2([F:39])[CH3:38])[C:12](=[O:42])[N:11]=1)(=O)C1C=CC=CC=1.CC(O)=[O:45]. The yield is 0.910. (7) The reactants are [F:1][C:2]([F:15])([F:14])[C:3]1[CH:12]=[C:11]2[C:6]([CH2:7][CH2:8][NH:9][C:10]2=[O:13])=[CH:5][CH:4]=1.Br[C:17]1[CH:18]=[N:19][CH:20]=[C:21]([F:23])[CH:22]=1.P([O-])([O-])([O-])=O.[K+].[K+].[K+]. The catalyst is [Cu](I)I.O1CCOCC1. The product is [F:23][C:21]1[CH:22]=[C:17]([N:9]2[CH2:8][CH2:7][C:6]3[C:11](=[CH:12][C:3]([C:2]([F:1])([F:14])[F:15])=[CH:4][CH:5]=3)[C:10]2=[O:13])[CH:18]=[N:19][CH:20]=1. The yield is 0.272. (8) The reactants are [C:1]([NH:4][C:5]1[CH:10]=[CH:9][C:8]([C:11]2[CH:12]=[C:13]3[C:17](=[C:18]([C:20]([NH2:22])=[O:21])[CH:19]=2)[NH:16][N:15]=[C:14]3[CH:23]2[CH2:28][CH2:27][NH:26][CH2:25][CH2:24]2)=[CH:7][CH:6]=1)(=[O:3])[CH3:2].C(N(C(C)C)CC)(C)C.[CH3:38][N:39]1[CH:43]=[C:42]([S:44](Cl)(=[O:46])=[O:45])[N:41]=[C:40]1[CH3:48]. The catalyst is CN(C1C=CN=CC=1)C. The product is [C:1]([NH:4][C:5]1[CH:10]=[CH:9][C:8]([C:11]2[CH:12]=[C:13]3[C:17](=[C:18]([C:20]([NH2:22])=[O:21])[CH:19]=2)[NH:16][N:15]=[C:14]3[CH:23]2[CH2:28][CH2:27][N:26]([S:44]([C:42]3[N:41]=[C:40]([CH3:48])[N:39]([CH3:38])[CH:43]=3)(=[O:46])=[O:45])[CH2:25][CH2:24]2)=[CH:7][CH:6]=1)(=[O:3])[CH3:2]. The yield is 0.130.